From a dataset of Full USPTO retrosynthesis dataset with 1.9M reactions from patents (1976-2016). Predict the reactants needed to synthesize the given product. The reactants are: [Cl:1][C:2]1[CH:3]=[C:4]([N:10]2[CH:18]([CH:19]3[CH2:23][CH2:22][CH2:21][CH2:20]3)[CH:17]3[C:12]([C:13]4[CH:27]=[CH:26][C:25]([C:28]([OH:30])=[O:29])=[CH:24][C:14]=4[CH2:15][CH2:16]3)=[N:11]2)[CH:5]=[CH:6][C:7]=1[C:8]#[N:9].[CH3:31][CH:32](O)[CH3:33]. Given the product [Cl:1][C:2]1[CH:3]=[C:4]([N:10]2[CH:18]([CH:19]3[CH2:20][CH2:21][CH2:22][CH2:23]3)[CH:17]3[C:12]([C:13]4[CH:27]=[CH:26][C:25]([C:28]([O:30][CH:32]([CH3:33])[CH3:31])=[O:29])=[CH:24][C:14]=4[CH2:15][CH2:16]3)=[N:11]2)[CH:5]=[CH:6][C:7]=1[C:8]#[N:9], predict the reactants needed to synthesize it.